From a dataset of Reaction yield outcomes from USPTO patents with 853,638 reactions. Predict the reaction yield, written as a fraction of the theoretical maximum amount of product (1.0 means a 100% yield; for example, 0.34 means a 34% yield). (1) The reactants are [NH:1]1[CH2:4][CH:3]([C:5]([N:7]2[CH2:11][CH2:10][C:9]([F:13])([F:12])[CH2:8]2)=[O:6])[CH2:2]1.[F:14][C:15]1[CH:23]=[CH:22][C:21]([CH:24]=[O:25])=[CH:20][C:16]=1[C:17](O)=[O:18].F[P-](F)(F)(F)(F)F.N1(OC(N(C)C)=[N+](C)C)C2C=CC=CC=2N=N1.C(N(CC)C(C)C)(C)C. No catalyst specified. The product is [F:12][C:9]1([F:13])[CH2:10][CH2:11][N:7]([C:5]([CH:3]2[CH2:4][N:1]([C:17]([C:16]3[CH:20]=[C:21]([CH:22]=[CH:23][C:15]=3[F:14])[CH:24]=[O:25])=[O:18])[CH2:2]2)=[O:6])[CH2:8]1. The yield is 0.600. (2) The reactants are [N:1]([CH2:4][C:5]([NH:7][CH2:8][C:9]1[CH:17]=[CH:16][CH:15]=[C:14]2[C:10]=1[C:11](=[O:27])[N:12]([CH:19]1[CH2:24][CH2:23][C:22](=[O:25])[NH:21][C:20]1=[O:26])[C:13]2=[O:18])=[O:6])=[N+]=[N-].[H][H].[ClH:30]. The catalyst is CO.[Pd]. The product is [ClH:30].[NH2:1][CH2:4][C:5]([NH:7][CH2:8][C:9]1[CH:17]=[CH:16][CH:15]=[C:14]2[C:10]=1[C:11](=[O:27])[N:12]([CH:19]1[CH2:24][CH2:23][C:22](=[O:25])[NH:21][C:20]1=[O:26])[C:13]2=[O:18])=[O:6]. The yield is 0.840. (3) The reactants are Br[CH2:2][C:3]1[N:7]([CH3:8])[N:6]=[C:5]([N+:9]([O-:11])=[O:10])[CH:4]=1.[NH:12]1[CH2:15][CH2:14][CH2:13]1.[CH2:16]1COCC1. No catalyst specified. The product is [N:12]1([CH2:2][C:3]2[N:7]([CH2:8][CH3:16])[N:6]=[C:5]([N+:9]([O-:11])=[O:10])[CH:4]=2)[CH2:15][CH2:14][CH2:13]1. The yield is 0.990. (4) The reactants are [CH2:1]([NH:9][C:10](=O)[C:11]1[CH:16]=[CH:15][CH:14]=[CH:13][CH:12]=1)[CH2:2][C:3]1[CH:8]=[CH:7][CH:6]=[CH:5][CH:4]=1. The catalyst is O. The product is [C:11]1([C:10]2[C:8]3[C:3](=[CH:4][CH:5]=[CH:6][CH:7]=3)[CH2:2][CH2:1][N:9]=2)[CH:16]=[CH:15][CH:14]=[CH:13][CH:12]=1. The yield is 0.773. (5) The reactants are [CH2:1]([C:3]1[C:11]([NH:12][C:13]([CH:15]2[CH2:20][CH2:19][O:18][CH2:17][CH2:16]2)=[O:14])=[C:6]2[CH:7]=[CH:8][CH:9]=[CH:10][N:5]2[N:4]=1)[CH3:2].CC(C)([O-])C.[K+].COCCOC.Br[CH2:34][CH:35]1[CH2:37][CH2:36]1. The catalyst is C1(C)C=CC=CC=1.O. The product is [CH:35]1([CH2:34][N:12]([C:11]2[C:3]([CH2:1][CH3:2])=[N:4][N:5]3[CH:10]=[CH:9][CH:8]=[CH:7][C:6]=23)[C:13]([CH:15]2[CH2:20][CH2:19][O:18][CH2:17][CH2:16]2)=[O:14])[CH2:37][CH2:36]1. The yield is 0.926. (6) The reactants are [H-].[Na+].[Br:3][C:4]1[S:5][C:6]2[CH2:7][C:8]3[C:14]([C:15]4[CH:20]=[CH:19][C:18]([O:21][CH3:22])=[CH:17][CH:16]=4)=[N:13][NH:12][C:9]=3[C:10]=2[CH:11]=1.[CH3:23][Si:24]([CH2:27][CH2:28][O:29][CH2:30]Cl)([CH3:26])[CH3:25]. The catalyst is C1COCC1. The product is [Br:3][C:4]1[S:5][C:6]2[CH2:7][C:8]3[C:14]([C:15]4[CH:20]=[CH:19][C:18]([O:21][CH3:22])=[CH:17][CH:16]=4)=[N:13][N:12]([CH2:30][O:29][CH2:28][CH2:27][Si:24]([CH3:26])([CH3:25])[CH3:23])[C:9]=3[C:10]=2[CH:11]=1. The yield is 0.750. (7) The reactants are [Cl-].O[NH3+:3].[C:4](=[O:7])([O-])[OH:5].[Na+].CS(C)=O.[CH2:13]([C:17]1[N:18]=[C:19]([CH2:39][O:40][CH3:41])[NH:20][C:21](=[O:38])[C:22]=1[CH2:23][C:24]1[CH:29]=[CH:28][C:27]([C:30]2[C:31]([C:36]#[N:37])=[CH:32][CH:33]=[CH:34][CH:35]=2)=[CH:26][CH:25]=1)[CH2:14][CH2:15][CH3:16]. The catalyst is C(OCC)(=O)C. The product is [CH2:13]([C:17]1[N:18]=[C:19]([CH2:39][O:40][CH3:41])[NH:20][C:21](=[O:38])[C:22]=1[CH2:23][C:24]1[CH:29]=[CH:28][C:27]([C:30]2[CH:35]=[CH:34][CH:33]=[CH:32][C:31]=2[C:36]2[NH:3][C:4](=[O:7])[O:5][N:37]=2)=[CH:26][CH:25]=1)[CH2:14][CH2:15][CH3:16]. The yield is 0.470.